Dataset: Reaction yield outcomes from USPTO patents with 853,638 reactions. Task: Predict the reaction yield, written as a fraction of the theoretical maximum amount of product (1.0 means a 100% yield; for example, 0.34 means a 34% yield). The reactants are [Br:1][C:2]1[N:7]=[CH:6][C:5]([CH:8](O)[CH3:9])=[CH:4][CH:3]=1.[CH2:11]([N:13](CC)[CH2:14]C)C.S(Cl)(C)(=O)=O.CNC. The catalyst is ClC(Cl)C.CO.O. The product is [Br:1][C:2]1[N:7]=[CH:6][C:5]([CH:8]([N:13]([CH3:14])[CH3:11])[CH3:9])=[CH:4][CH:3]=1. The yield is 0.331.